Dataset: Forward reaction prediction with 1.9M reactions from USPTO patents (1976-2016). Task: Predict the product of the given reaction. (1) Given the reactants [NH2:15][C:14]1[CH:16]=[C:17]([Cl:22])[C:18]([O:20][CH3:21])=[CH:19][C:13]=1[S:12][S:12][C:13]1[CH:19]=[C:18]([O:20][CH3:21])[C:17]([Cl:22])=[CH:16][C:14]=1[NH2:15].[CH2:23]([CH:25]1[NH:30][C:29](=[O:31])[CH2:28][C:27](=O)[CH2:26]1)[CH3:24], predict the reaction product. The product is: [Cl:22][C:17]1[C:18]([O:20][CH3:21])=[CH:19][C:13]2[S:12][C:28]3[C:29](=[O:31])[NH:30][CH:25]([CH2:23][CH3:24])[CH2:26][C:27]=3[NH:15][C:14]=2[CH:16]=1. (2) Given the reactants [Cl:1][C:2]1[C:7]([O:8][CH3:9])=[CH:6][C:5]([C:10]([C:13]2[C:14]([CH2:27][CH2:28][CH3:29])=[N:15][CH:16]=[CH:17][C:18]=2[O:19][C:20]2[CH:25]=[CH:24][C:23]([Cl:26])=[CH:22][CH:21]=2)=[N:11][OH:12])=[C:4](F)[C:3]=1[Si](C)(C)C.C(=O)([O-])[O-].[Cs+].[Cs+], predict the reaction product. The product is: [Cl:1][C:2]1[C:7]([O:8][CH3:9])=[CH:6][C:5]2[C:10]([C:13]3[C:14]([CH2:27][CH2:28][CH3:29])=[N:15][CH:16]=[CH:17][C:18]=3[O:19][C:20]3[CH:25]=[CH:24][C:23]([Cl:26])=[CH:22][CH:21]=3)=[N:11][O:12][C:4]=2[CH:3]=1.